From a dataset of Forward reaction prediction with 1.9M reactions from USPTO patents (1976-2016). Predict the product of the given reaction. (1) Given the reactants C1C=CC(P(C2C=CC=CC=2)CCCCP(C2C=CC=CC=2)C2C=CC=CC=2)=CC=1.C(=O)([O-])[O-].[K+].[K+].[CH2:37]([O:44][CH2:45][C:46]([CH3:50])([CH3:49])[C:47]#[CH:48])[C:38]1[CH:43]=[CH:42][CH:41]=[CH:40][CH:39]=1.[NH2:51][C:52]1[C:57]([F:58])=[CH:56][C:55]([NH:59][CH2:60][C@@H:61]([OH:71])[CH2:62][O:63][CH2:64][C:65]2[CH:70]=[CH:69][CH:68]=[CH:67][CH:66]=2)=[C:54](Br)[CH:53]=1, predict the reaction product. The product is: [NH2:51][C:52]1[C:57]([F:58])=[CH:56][C:55]([NH:59][CH2:60][C@@H:61]([OH:71])[CH2:62][O:63][CH2:64][C:65]2[CH:66]=[CH:67][CH:68]=[CH:69][CH:70]=2)=[C:54]([C:48]#[C:47][C:46]([CH3:50])([CH3:49])[CH2:45][O:44][CH2:37][C:38]2[CH:43]=[CH:42][CH:41]=[CH:40][CH:39]=2)[CH:53]=1. (2) Given the reactants F[C:2](F)(F)[C:3](O)=O.[Cl:8][C:9]1[CH:10]=[CH:11][C:12]([NH:15][C:16](=[O:33])[C:17]2[CH:22]=[C:21]([CH3:23])[CH:20]=[CH:19][C:18]=2[NH:24][C:25]([CH:27]2[CH2:32][CH2:31][NH:30][CH2:29][CH2:28]2)=[O:26])=[N:13][CH:14]=1.[C:34](O)(=O)C.C([BH3-])#N.[Na+].[Cl-].[NH4+], predict the reaction product. The product is: [ClH:8].[Cl:8][C:9]1[CH:10]=[CH:11][C:12]([NH:15][C:16](=[O:33])[C:17]2[CH:22]=[C:21]([CH3:23])[CH:20]=[CH:19][C:18]=2[NH:24][C:25]([CH:27]2[CH2:32][CH2:31][N:30]([CH:2]([CH3:3])[CH3:34])[CH2:29][CH2:28]2)=[O:26])=[N:13][CH:14]=1.